Dataset: Catalyst prediction with 721,799 reactions and 888 catalyst types from USPTO. Task: Predict which catalyst facilitates the given reaction. (1) Reactant: [C:1]([O:5][C:6](=[O:27])[NH:7][C:8]1[C:13]([N+:14]([O-])=O)=[CH:12][C:11]([C:17]2[CH:22]=[CH:21][CH:20]=[CH:19][C:18]=2[F:23])=[C:10]([N:24]([CH3:26])[CH3:25])[CH:9]=1)([CH3:4])([CH3:3])[CH3:2]. Product: [C:1]([O:5][C:6](=[O:27])[NH:7][C:8]1[C:13]([NH2:14])=[CH:12][C:11]([C:17]2[CH:22]=[CH:21][CH:20]=[CH:19][C:18]=2[F:23])=[C:10]([N:24]([CH3:25])[CH3:26])[CH:9]=1)([CH3:4])([CH3:3])[CH3:2]. The catalyst class is: 45. (2) Reactant: [CH2:1]([C:3]1[N:8]=[C:7]([C:9]([O:11][CH3:12])=[O:10])[CH:6]=[CH:5][CH:4]=1)[CH3:2].[Br:13]N1C(=O)CCC1=O. Product: [Br:13][CH:1]([C:3]1[N:8]=[C:7]([C:9]([O:11][CH3:12])=[O:10])[CH:6]=[CH:5][CH:4]=1)[CH3:2]. The catalyst class is: 340.